Task: Predict the product of the given reaction.. Dataset: Forward reaction prediction with 1.9M reactions from USPTO patents (1976-2016) (1) Given the reactants Cl[C:2]1[C:11]2[CH2:10][CH2:9][CH:8]3[CH:12]([CH3:17])[C:13](=[O:16])[CH2:14][CH2:15][C:7]3([C:18]3[CH:23]=[CH:22][CH:21]=[CH:20][CH:19]=3)[C:6]=2[N:5]=[C:4]([C:24]2[CH:29]=[CH:28][CH:27]=[CH:26][CH:25]=2)[N:3]=1.[CH3:30][O-:31].[Na+], predict the reaction product. The product is: [CH3:30][O:31][C:2]1[C:11]2[CH2:10][CH2:9][CH:8]3[CH:12]([CH3:17])[C:13](=[O:16])[CH2:14][CH2:15][C:7]3([C:18]3[CH:23]=[CH:22][CH:21]=[CH:20][CH:19]=3)[C:6]=2[N:5]=[C:4]([C:24]2[CH:29]=[CH:28][CH:27]=[CH:26][CH:25]=2)[N:3]=1. (2) Given the reactants [F:1][C:2]1[CH:3]=[C:4]([C:8]2O[C:10](=[O:18])[C:11]3[CH:17]=[CH:16][CH:15]=[CH:14][C:12]=3[N:13]=2)[CH:5]=[CH:6][CH:7]=1.[CH2:19]([NH2:27])[CH2:20][C:21]1[CH:26]=[CH:25][CH:24]=[CH:23][CH:22]=1, predict the reaction product. The product is: [F:1][C:2]1[CH:3]=[C:4]([C:8]2[N:27]([CH2:19][CH2:20][C:21]3[CH:26]=[CH:25][CH:24]=[CH:23][CH:22]=3)[C:10](=[O:18])[C:11]3[C:12](=[CH:14][CH:15]=[CH:16][CH:17]=3)[N:13]=2)[CH:5]=[CH:6][CH:7]=1. (3) Given the reactants C1(P(C2C=CC=CC=2)C2C=CC=CC=2)C=CC=CC=1.N1C=CN=C1.[Br:25]Br.O[CH2:28][CH2:29][C:30]1[CH:35]=[CH:34][C:33]([O:36][CH3:37])=[C:32]([F:38])[CH:31]=1, predict the reaction product. The product is: [Br:25][CH2:28][CH2:29][C:30]1[CH:35]=[CH:34][C:33]([O:36][CH3:37])=[C:32]([F:38])[CH:31]=1. (4) Given the reactants [Cl:1][C:2]1[CH:3]=[C:4]([NH:19][C:20]2[C:30]3[CH:29]=[C:28]([C:31](O)=[O:32])[CH2:27][CH2:26][NH:25][C:24]=3[N:23]=[CH:22][N:21]=2)[CH:5]=[CH:6][C:7]=1[O:8][C:9]1[CH:14]=[CH:13][CH:12]=[C:11]([C:15]([F:18])([F:17])[F:16])[CH:10]=1.[OH:34]N1C2C=CC=CC=2N=N1.Cl.C(N=C=NCCCN(C)C)C.[CH3:56][S:57]([CH:60]1[CH2:64][CH2:63][NH:62][CH2:61]1)(=[O:59])=[O:58].CN(C)[CH:67]=[O:68], predict the reaction product. The product is: [F:16][C:15]([F:18])([F:17])[C:67]([OH:68])=[O:34].[Cl:1][C:2]1[CH:3]=[C:4]([NH:19][C:20]2[C:30]3[CH:29]=[C:28]([C:31]([N:62]4[CH2:63][CH2:64][CH:60]([S:57]([CH3:56])(=[O:59])=[O:58])[CH2:61]4)=[O:32])[CH2:27][CH2:26][NH:25][C:24]=3[N:23]=[CH:22][N:21]=2)[CH:5]=[CH:6][C:7]=1[O:8][C:9]1[CH:14]=[CH:13][CH:12]=[C:11]([C:15]([F:17])([F:16])[F:18])[CH:10]=1. (5) Given the reactants [CH2:1]([C:4]1([N:14]2[CH:18]=[CH:17][CH:16]=[N:15]2)[CH2:13][C:8]2([CH2:12][CH2:11][CH2:10][CH2:9]2)[O:7][CH2:6][CH2:5]1)[CH:2]=C.[O:19]=[O+][O-].C1C=CC(P(C2C=CC=CC=2)C2C=CC=CC=2)=CC=1, predict the reaction product. The product is: [N:14]1([C:4]2([CH2:1][CH:2]=[O:19])[CH2:13][C:8]3([CH2:12][CH2:11][CH2:10][CH2:9]3)[O:7][CH2:6][CH2:5]2)[CH:18]=[CH:17][CH:16]=[N:15]1. (6) The product is: [CH:2]1([C:5]2[N:9]([CH2:10][C:11]3[CH:16]=[CH:15][C:14]([O:17][CH3:18])=[CH:13][CH:12]=3)[N:8]=[C:7]([C:19]3[N:20]=[C:31]([NH2:30])[C:32]([O:35][CH3:36])=[CH:33][N:21]=3)[C:6]=2[CH3:22])[CH2:3][CH2:4]1. Given the reactants Cl.[CH:2]1([C:5]2[N:9]([CH2:10][C:11]3[CH:16]=[CH:15][C:14]([O:17][CH3:18])=[CH:13][CH:12]=3)[N:8]=[C:7]([C:19](=[NH:21])[NH2:20])[C:6]=2[CH3:22])[CH2:4][CH2:3]1.N1CCCCC1.C[N:30](C)[CH:31](N(C)C)[CH:32]([O:35][CH3:36])[C:33]#N, predict the reaction product. (7) Given the reactants [N:1]([C:4]1[CH:9]=[CH:8][N:7]=[CH:6][C:5]=1[CH:10]=O)=[N+:2]=[N-:3].[Cl:12][C:13]1[CH:19]=[CH:18][CH:17]=[C:16]([Cl:20])[C:14]=1[NH2:15].C(N(CC)CC)C, predict the reaction product. The product is: [N:1]([C:4]1[CH:9]=[CH:8][N:7]=[CH:6][C:5]=1/[CH:10]=[N:15]/[C:14]1[C:13]([Cl:12])=[CH:19][CH:18]=[CH:17][C:16]=1[Cl:20])=[N+:2]=[N-:3]. (8) The product is: [F:14][C:7]1[C:8]([OH:12])=[C:9]2[C:4](=[CH:5][CH:6]=1)[N:3]=[C:2]([CH3:1])[CH:11]=[CH:10]2. Given the reactants [CH3:1][C:2]1[CH:11]=[CH:10][C:9]2[C:4](=[CH:5][CH:6]=[C:7]([F:14])[C:8]=2[O:12]C)[N:3]=1, predict the reaction product. (9) Given the reactants [NH2:1][C:2]1[CH:10]=[C:9]([O:11][CH3:12])[C:8]([O:13][CH3:14])=[CH:7][C:3]=1[C:4]([NH2:6])=[O:5].[CH3:15][C:16]1[CH:17]=[C:18]([CH:21]=[C:22]([CH3:25])[C:23]=1[OH:24])[CH:19]=O.S([O-])(O)=O.[Na+].C1(C)C=CC(S(O)(=O)=O)=CC=1, predict the reaction product. The product is: [OH:24][C:23]1[C:22]([CH3:25])=[CH:21][C:18]([C:19]2[NH:6][C:4](=[O:5])[C:3]3[C:2](=[CH:10][C:9]([O:11][CH3:12])=[C:8]([O:13][CH3:14])[CH:7]=3)[N:1]=2)=[CH:17][C:16]=1[CH3:15].